Dataset: Full USPTO retrosynthesis dataset with 1.9M reactions from patents (1976-2016). Task: Predict the reactants needed to synthesize the given product. (1) Given the product [ClH:20].[ClH:20].[NH:4]1[CH2:5][CH2:6][CH:7]([N:10]2[C:18]3[CH:17]=[CH:16][NH:15][C:14](=[O:19])[C:13]=3[N:12]=[CH:11]2)[CH2:8][CH2:9]1, predict the reactants needed to synthesize it. The reactants are: C([N:4]1[CH2:9][CH2:8][CH:7]([N:10]2[C:18]3[CH:17]=[CH:16][NH:15][C:14](=[O:19])[C:13]=3[N:12]=[CH:11]2)[CH2:6][CH2:5]1)(=O)C.[ClH:20]. (2) Given the product [OH:39][CH2:35][CH2:36][C:37]#[C:38][C:2]1[CH:7]=[CH:6][C:5]([C:8](=[C:16]2[CH2:21][C:20]([CH3:23])([CH3:22])[CH2:19][C:18]([CH3:24])([CH3:25])[CH2:17]2)[C:9]2[CH:10]=[CH:11][C:12]([OH:15])=[CH:13][CH:14]=2)=[CH:4][CH:3]=1, predict the reactants needed to synthesize it. The reactants are: I[C:2]1[CH:7]=[CH:6][C:5]([C:8](=[C:16]2[CH2:21][C:20]([CH3:23])([CH3:22])[CH2:19][C:18]([CH3:25])([CH3:24])[CH2:17]2)[C:9]2[CH:14]=[CH:13][C:12]([OH:15])=[CH:11][CH:10]=2)=[CH:4][CH:3]=1.C(N(CC)C(C)C)(C)C.[CH2:35]([OH:39])[CH2:36][C:37]#[CH:38].[NH4+].[Cl-].